From a dataset of Forward reaction prediction with 1.9M reactions from USPTO patents (1976-2016). Predict the product of the given reaction. (1) The product is: [CH:1]1([C:4]2[NH:8][C:7]3[CH:9]=[C:10]([C:21]4[C:22]([CH3:27])=[N:23][O:24][C:25]=4[CH3:26])[CH:11]=[C:12]([CH:13]([C:15]4[CH:16]=[N:17][CH:18]=[CH:19][CH:20]=4)[CH3:14])[C:6]=3[N:5]=2)[CH2:3][CH2:2]1. Given the reactants [CH:1]1([C:4]2[NH:8][C:7]3[CH:9]=[C:10]([C:21]4[C:22]([CH3:27])=[N:23][O:24][C:25]=4[CH3:26])[CH:11]=[C:12]([C:13]([C:15]4[CH:16]=[N:17][CH:18]=[CH:19][CH:20]=4)=[CH2:14])[C:6]=3[N:5]=2)[CH2:3][CH2:2]1, predict the reaction product. (2) Given the reactants [CH3:1][O:2][C:3]1[CH:8]=[CH:7][CH:6]=[CH:5][C:4]=1[C:9]1[N:14]=[CH:13][N:12]=[C:11]([NH:15][C:16]2[CH:17]=[C:18]([CH2:22][S:23]([NH2:26])(=[O:25])=[O:24])[CH:19]=[CH:20][CH:21]=2)[N:10]=1.ClC1N=CN=C(NC2C=C(CS(N)(=O)=O)C=CC=2)N=1.[F:46]C1C(B(O)O)=C(OC)C=CC=1, predict the reaction product. The product is: [F:46][C:5]1[C:4]([C:9]2[N:14]=[CH:13][N:12]=[C:11]([NH:15][C:16]3[CH:17]=[C:18]([CH2:22][S:23]([NH2:26])(=[O:25])=[O:24])[CH:19]=[CH:20][CH:21]=3)[N:10]=2)=[C:3]([O:2][CH3:1])[CH:8]=[CH:7][CH:6]=1. (3) Given the reactants [CH3:1][N:2]1[CH:6]=[CH:5][N:4]=[N:3]1.[Li]CCCC.[Cl:12][C:13]1[C:22]2[C:17](=[CH:18][CH:19]=[C:20]([C:23]([C:25]3[C:26]([CH3:31])=[N:27][O:28][C:29]=3[CH3:30])=[O:24])[CH:21]=2)[N:16]=[C:15]([O:32][CH3:33])[C:14]=1[CH2:34][C:35]1[CH:40]=[CH:39][C:38]([C:41]([F:44])([F:43])[F:42])=[CH:37][CH:36]=1, predict the reaction product. The product is: [Cl:12][C:13]1[C:22]2[C:17](=[CH:18][CH:19]=[C:20]([C:23]([C:25]3[C:26]([CH3:31])=[N:27][O:28][C:29]=3[CH3:30])([C:6]3[N:2]([CH3:1])[N:3]=[N:4][CH:5]=3)[OH:24])[CH:21]=2)[N:16]=[C:15]([O:32][CH3:33])[C:14]=1[CH2:34][C:35]1[CH:36]=[CH:37][C:38]([C:41]([F:43])([F:42])[F:44])=[CH:39][CH:40]=1. (4) Given the reactants [F:1][C:2]1[CH:7]=[C:6]([I:8])[CH:5]=[CH:4][C:3]=1[NH:9][C:10]1[N:15]([CH3:16])[C:14](=[O:17])[C:13]2[C:18]([CH3:21])=[CH:19][O:20][C:12]=2[C:11]=1[C:22]([OH:24])=O.[CH:25]([O:27][CH2:28][CH2:29][O:30][NH2:31])=[CH2:26].CCN=C=NCCCN(C)C.C1C=CC2N(O)N=NC=2C=1, predict the reaction product. The product is: [F:1][C:2]1[CH:7]=[C:6]([I:8])[CH:5]=[CH:4][C:3]=1[NH:9][C:10]1[N:15]([CH3:16])[C:14](=[O:17])[C:13]2[C:18]([CH3:21])=[CH:19][O:20][C:12]=2[C:11]=1[C:22]([NH:31][O:30][CH2:29][CH2:28][O:27][CH:25]=[CH2:26])=[O:24].